Dataset: Catalyst prediction with 721,799 reactions and 888 catalyst types from USPTO. Task: Predict which catalyst facilitates the given reaction. (1) Reactant: [CH:1]1([CH2:7][C:8]2[CH:9]=[C:10]([C:13]([O:15][CH3:16])=[O:14])[NH:11][CH:12]=2)[CH2:6][CH2:5][CH2:4][CH2:3][CH2:2]1.C1C(=O)N([Br:24])C(=O)C1. Product: [Br:24][C:12]1[NH:11][C:10]([C:13]([O:15][CH3:16])=[O:14])=[CH:9][C:8]=1[CH2:7][CH:1]1[CH2:2][CH2:3][CH2:4][CH2:5][CH2:6]1. The catalyst class is: 554. (2) Product: [NH:36]1[C:38]2[C:33](=[CH:10][CH:9]=[CH:8][CH:7]=2)[CH:34]=[C:35]1[C:21]([NH:5][C:4]1[CH:3]=[C:11]2[C:35](=[CH:34][CH:33]=1)[NH:36][C:38]([C:21]([N:5]1[C:6]3[CH:7]=[C:8]([OH:20])[C:9]4[C:15]([C:16]([NH:17][CH3:18])=[O:19])=[CH:14][CH:13]=[CH:12][C:10]=4[C:11]=3[CH:3]([CH2:2][Cl:39])[CH2:4]1)=[O:22])=[CH:6]2)=[O:22]. Reactant: Cl[CH2:2][CH:3]1[C:11]2[C:10]3[CH:12]=[CH:13][CH:14]=[C:15]([C:16](=[O:19])[NH:17][CH3:18])[C:9]=3[C:8]([OH:20])=[CH:7][C:6]=2[N:5]([C:21](OC(C)(C)C)=[O:22])[CH2:4]1.CCN=C=N[CH2:33][CH2:34][CH2:35][N:36]([CH3:38])C.[ClH:39]. The catalyst class is: 25. (3) Reactant: [Cl:1][C:2]1[C:9]([CH3:10])=[C:8]([NH:11][C@@H:12]([C:16]2[O:17][C:18]([C:21]3[CH:26]=[CH:25][C:24]([C:27]#[N:28])=[CH:23][CH:22]=3)=[N:19][N:20]=2)[C@@H:13]([OH:15])[CH3:14])[CH:7]=[CH:6][C:3]=1[C:4]#[N:5].N1C=CC=CC=1.[C:35](Cl)(=[O:39])[CH2:36][CH2:37][CH3:38]. Product: [C:35]([O:15][C@@H:13]([CH3:14])[C@@H:12]([NH:11][C:8]1[CH:7]=[CH:6][C:3]([C:4]#[N:5])=[C:2]([Cl:1])[C:9]=1[CH3:10])[C:16]1[O:17][C:18]([C:21]2[CH:22]=[CH:23][C:24]([C:27]#[N:28])=[CH:25][CH:26]=2)=[N:19][N:20]=1)(=[O:39])[CH2:36][CH2:37][CH3:38]. The catalyst class is: 2. (4) Product: [C:1]([O:5][C:6]([N:8]1[CH2:13][CH2:12][CH2:11][CH:10]([CH2:14][O:15][C:16]2[CH:25]=[C:24]([O:26][CH2:27][CH2:28][F:29])[CH:23]=[CH:22][C:17]=2[C:18]([OH:20])=[O:19])[CH2:9]1)=[O:7])([CH3:4])([CH3:3])[CH3:2]. Reactant: [C:1]([O:5][C:6]([N:8]1[CH2:13][CH2:12][CH2:11][CH:10]([CH2:14][O:15][C:16]2[CH:25]=[C:24]([O:26][CH2:27][CH2:28][F:29])[CH:23]=[CH:22][C:17]=2[C:18]([O:20]C)=[O:19])[CH2:9]1)=[O:7])([CH3:4])([CH3:3])[CH3:2].O[Li].O.O. The catalyst class is: 1. (5) Product: [Cl:1][C:2]1[N:7]=[C:6]2[C:5]([N:20]=[CH:21][N:8]2[C:9]2[CH:14]=[CH:13][C:12]([O:15][C:16]([F:17])([F:18])[F:19])=[CH:11][CH:10]=2)=[CH:4][N:3]=1. The catalyst class is: 25. Reactant: [Cl:1][C:2]1[N:7]=[C:6]([NH:8][C:9]2[CH:14]=[CH:13][C:12]([O:15][C:16]([F:19])([F:18])[F:17])=[CH:11][CH:10]=2)[C:5]([NH2:20])=[CH:4][N:3]=1.[CH:21](O)=O.